From a dataset of Reaction yield outcomes from USPTO patents with 853,638 reactions. Predict the reaction yield, written as a fraction of the theoretical maximum amount of product (1.0 means a 100% yield; for example, 0.34 means a 34% yield). The catalyst is CN(C=O)C. The yield is 0.290. The reactants are [Cl:1][C:2]1[CH:7]=[CH:6][C:5]([CH:8]([CH3:12])[C:9]([OH:11])=O)=[CH:4][C:3]=1[C:13]([F:16])([F:15])[F:14].[F:17][C:18]1[CH:23]=[CH:22][C:21]([N:24]2[C:32]3[CH2:31][CH2:30][CH2:29][NH:28][C:27]=3[CH:26]=[N:25]2)=[CH:20][CH:19]=1.CCN(C(C)C)C(C)C. The product is [Cl:1][C:2]1[CH:7]=[CH:6][C:5]([CH:8]([CH3:12])[C:9]([N:28]2[CH2:29][CH2:30][CH2:31][C:32]3[N:24]([C:21]4[CH:22]=[CH:23][C:18]([F:17])=[CH:19][CH:20]=4)[N:25]=[CH:26][C:27]2=3)=[O:11])=[CH:4][C:3]=1[C:13]([F:16])([F:15])[F:14].